From a dataset of Catalyst prediction with 721,799 reactions and 888 catalyst types from USPTO. Predict which catalyst facilitates the given reaction. (1) Reactant: [F:1][C:2]([F:28])([F:27])/[C:3](/[C:18]1[CH:23]=[C:22]([Cl:24])[C:21]([Cl:25])=[C:20]([Cl:26])[CH:19]=1)=[CH:4]/[C:5]([O:7][C@@H:8]1[CH2:13][C@H:12]([CH3:14])[CH2:11][CH2:10][C@H:9]1[CH:15]([CH3:17])[CH3:16])=[O:6].[Br:29][C:30]1[CH:35]=[C:34]([CH2:36][N+:37]#[C-:38])[CH:33]=[CH:32][C:31]=1[F:39].C1(C)C=CC=CC=1. Product: [Br:29][C:30]1[CH:35]=[C:34]([CH:36]2[CH:4]([C:5]([O:7][C@@H:8]3[CH2:13][C@H:12]([CH3:14])[CH2:11][CH2:10][C@H:9]3[CH:15]([CH3:17])[CH3:16])=[O:6])[C:3]([C:18]3[CH:19]=[C:20]([Cl:26])[C:21]([Cl:25])=[C:22]([Cl:24])[CH:23]=3)([C:2]([F:1])([F:27])[F:28])[CH:38]=[N:37]2)[CH:33]=[CH:32][C:31]=1[F:39]. The catalyst class is: 6. (2) Reactant: C1C2C(COC([N:18]3[CH2:23][CH2:22][C:21]([C:42](=[O:58])[NH:43][C:44]4[CH:49]=[CH:48][CH:47]=[C:46]([N:50]5[CH2:55][CH2:54][C:53]([CH3:57])([CH3:56])[CH2:52][CH2:51]5)[CH:45]=4)([NH:24]C(OCC4C5C=CC=CC=5C5C4=CC=CC=5)=O)[CH2:20][CH2:19]3)=O)C3C(=CC=CC=3)C=2C=CC=1.C(N(C(C)C)CC)(C)C.O. Product: [CH3:56][C:53]1([CH3:57])[CH2:52][CH2:51][N:50]([C:46]2[CH:45]=[C:44]([NH:43][C:42]([C:21]3([NH2:24])[CH2:22][CH2:23][NH:18][CH2:19][CH2:20]3)=[O:58])[CH:49]=[CH:48][CH:47]=2)[CH2:55][CH2:54]1. The catalyst class is: 3. (3) Product: [CH2:24]([O:23][CH2:22][C:4](=[O:3])[CH2:9][OH:8])[CH2:25][CH2:26][CH2:27][CH2:28][CH2:29][CH3:30]. Reactant: C([O:3][C:4]1([CH2:22][O:23][CH2:24][CH2:25][CH2:26][CH2:27][CH2:28][CH2:29][CH3:30])[CH2:9][O:8][C:4]([O:3]CC)([CH2:22][O:23][CH2:24][CH2:25][CH2:26][CH2:27][CH2:28][CH2:29][CH3:30])[CH2:9][O:8]1)C.S(=O)(=O)(O)O.O.CC(OC)(C)C. The catalyst class is: 1. (4) Reactant: [Cl:1][C:2]1[CH:3]=[C:4]([CH:8]2[C:16]3[C:11](=[CH:12][CH:13]=[CH:14][CH:15]=3)[NH:10][CH2:9]2)[CH:5]=[CH:6][CH:7]=1.CCN(C(C)C)C(C)C.[CH3:26][S:27](Cl)(=[O:29])=[O:28]. Product: [CH3:26][S:27]([N:10]1[C:11]2[C:16](=[CH:15][CH:14]=[CH:13][CH:12]=2)[CH:8]([C:4]2[CH:5]=[CH:6][CH:7]=[C:2]([Cl:1])[CH:3]=2)[CH2:9]1)(=[O:29])=[O:28]. The catalyst class is: 2. (5) The catalyst class is: 3. Product: [CH2:17]([O:10][C:5]1[CH:4]=[CH:3][C:2]([Br:1])=[CH:9][C:6]=1[CH:7]=[O:8])[C:18]1[CH:23]=[CH:22][CH:21]=[CH:20][CH:19]=1. Reactant: [Br:1][C:2]1[CH:3]=[CH:4][C:5]([OH:10])=[C:6]([CH:9]=1)[CH:7]=[O:8].C(=O)([O-])[O-].[K+].[K+].[CH2:17](Br)[C:18]1[CH:23]=[CH:22][CH:21]=[CH:20][CH:19]=1.O.